This data is from Catalyst prediction with 721,799 reactions and 888 catalyst types from USPTO. The task is: Predict which catalyst facilitates the given reaction. (1) Reactant: C([O:8][C:9]1[CH:14]=[CH:13][C:12]([C:15]2[CH:20]=[C:19]([OH:21])[CH:18]=[CH:17][C:16]=2[C:22]2[O:23][C:24]3[CH:30]=[CH:29][C:28]([OH:31])=[CH:27][C:25]=3[CH:26]=2)=[CH:11][CH:10]=1)C1C=CC=CC=1.C1CCC=CC=1. Product: [OH:31][C:28]1[CH:29]=[CH:30][C:24]2[O:23][C:22]([C:16]3[C:15]([C:12]4[CH:11]=[CH:10][C:9]([OH:8])=[CH:14][CH:13]=4)=[CH:20][C:19]([OH:21])=[CH:18][CH:17]=3)=[CH:26][C:25]=2[CH:27]=1. The catalyst class is: 19. (2) Reactant: F[C:2]1[CH:3]=[C:4]2[C:9](=[CH:10][CH:11]=1)[C:8](=[O:12])[NH:7][CH2:6][CH2:5]2.[C:13]([O:17][C:18]([N:20]1[CH2:25][CH2:24][NH:23][CH2:22][CH2:21]1)=[O:19])([CH3:16])([CH3:15])[CH3:14].O. Product: [C:13]([O:17][C:18]([N:20]1[CH2:25][CH2:24][N:23]([C:2]2[CH:3]=[C:4]3[C:9](=[CH:10][CH:11]=2)[C:8](=[O:12])[NH:7][CH2:6][CH2:5]3)[CH2:22][CH2:21]1)=[O:19])([CH3:16])([CH3:14])[CH3:15]. The catalyst class is: 16. (3) Reactant: [CH3:1][C:2]1[N:7]=[C:6]([S:8][CH3:9])[CH:5]=[CH:4][N:3]=1.[Br:10][CH2:11][C:12]([C:14]1[C:15](=[O:25])[O:16][C:17]2[C:22]([CH:23]=1)=[CH:21][CH:20]=[C:19]([F:24])[CH:18]=2)=[O:13]. Product: [Br-:10].[F:24][C:19]1[CH:18]=[C:17]2[C:22]([CH:23]=[C:14]([C:12](=[O:13])[CH2:11][N+:3]3[CH:4]=[CH:5][C:6]([S:8][CH3:9])=[N:7][C:2]=3[CH3:1])[C:15](=[O:25])[O:16]2)=[CH:21][CH:20]=1. The catalyst class is: 23.